From a dataset of Full USPTO retrosynthesis dataset with 1.9M reactions from patents (1976-2016). Predict the reactants needed to synthesize the given product. Given the product [CH3:18][C:19]([CH3:39])([CH3:38])[C:20]#[C:21][C:22]1[S:26][CH:25]=[C:24]([N:27]([CH:28]2[CH2:37][CH2:36][C:31]3([O:32][CH2:33][CH2:34][O:35]3)[CH2:30][CH2:29]2)[C:9]([C@@H:5]2[C@@H:6]([CH3:8])[CH2:7][C:2]([CH3:1])=[CH:3][CH2:4]2)=[O:11])[CH:23]=1, predict the reactants needed to synthesize it. The reactants are: [CH3:1][C:2]1[CH2:7][C@H:6]([CH3:8])[C@@H:5]([C:9]([OH:11])=O)[CH2:4][CH:3]=1.C(Cl)(C(Cl)=O)=O.[CH3:18][C:19]([CH3:39])([CH3:38])[C:20]#[C:21][C:22]1[S:26][CH:25]=[C:24]([NH:27][CH:28]2[CH2:37][CH2:36][C:31]3([O:35][CH2:34][CH2:33][O:32]3)[CH2:30][CH2:29]2)[CH:23]=1.C(N(C(C)C)CC)(C)C.